Dataset: Catalyst prediction with 721,799 reactions and 888 catalyst types from USPTO. Task: Predict which catalyst facilitates the given reaction. (1) Reactant: Cl[CH2:2][C:3]1[CH:8]=[CH:7][N:6]=[C:5]([Cl:9])[CH:4]=1.C(=O)([O-])[O-:11].[K+].[K+]. Product: [Cl:9][C:5]1[CH:4]=[C:3]([CH2:2][OH:11])[CH:8]=[CH:7][N:6]=1. The catalyst class is: 6. (2) Reactant: C(N(CC)CC)C.[CH:8]([C:10]1[C:18]2[C:13](=[CH:14][CH:15]=[CH:16][CH:17]=2)[N:12](C(OC(C)(C)C)=O)[CH:11]=1)=[O:9].[CH:26](=[N:33][C:34]1[CH:35]=[C:36]([CH2:42][OH:43])[CH:37]=[C:38]([O:40][CH3:41])[CH:39]=1)[C:27]1[CH:32]=[CH:31][CH:30]=[CH:29][CH:28]=1. Product: [OH:43][CH2:42][C:36]1[CH:35]=[C:34]([NH:33][CH:26]([C:27]2[CH:32]=[CH:31][CH:30]=[CH:29][CH:28]=2)[C:8]([C:10]2[C:18]3[C:13](=[CH:14][CH:15]=[CH:16][CH:17]=3)[NH:12][CH:11]=2)=[O:9])[CH:39]=[C:38]([O:40][CH3:41])[CH:37]=1. The catalyst class is: 433. (3) Reactant: Cl.[N:2]1[CH:7]=[CH:6][CH:5]=[CH:4][C:3]=1[CH2:8][N:9]1[CH2:14][CH2:13][NH:12][CH2:11][CH2:10]1.[C:15](Cl)(=[O:19])[CH2:16][CH2:17][CH3:18].C(N(CC)CC)C. Product: [N:2]1[CH:7]=[CH:6][CH:5]=[CH:4][C:3]=1[CH2:8][N:9]1[CH2:14][CH2:13][N:12]([C:15](=[O:19])[CH2:16][CH2:17][CH3:18])[CH2:11][CH2:10]1. The catalyst class is: 4. (4) Reactant: [OH:1][C:2]1[CH:11]=[CH:10][C:5]2[C:6](=[O:9])[CH2:7][O:8][C:4]=2[C:3]=1[C:12]([OH:14])=O.[C:15](=O)([O-])[O-].[K+].[K+].S([O:26][CH3:27])(OC)(=O)=O.O. Product: [CH3:15][O:1][C:2]1[CH:11]=[CH:10][C:5]2[C:6](=[O:9])[CH2:7][O:8][C:4]=2[C:3]=1[C:12]([O:26][CH3:27])=[O:14]. The catalyst class is: 3.